This data is from Reaction yield outcomes from USPTO patents with 853,638 reactions. The task is: Predict the reaction yield, written as a fraction of the theoretical maximum amount of product (1.0 means a 100% yield; for example, 0.34 means a 34% yield). (1) The reactants are Cl.[S:2]([N:12]1[C:16]2=[N:17][CH:18]=[C:19]([C:21]([O:23]C)=[O:22])[N:20]=[C:15]2[CH:14]=[CH:13]1)([C:5]1[CH:11]=[CH:10][C:8]([CH3:9])=[CH:7][CH:6]=1)(=[O:4])=[O:3]. The catalyst is O1CCOCC1. The product is [S:2]([N:12]1[C:16]2=[N:17][CH:18]=[C:19]([C:21]([OH:23])=[O:22])[N:20]=[C:15]2[CH:14]=[CH:13]1)([C:5]1[CH:6]=[CH:7][C:8]([CH3:9])=[CH:10][CH:11]=1)(=[O:4])=[O:3]. The yield is 0.850. (2) The reactants are [CH3:1][N:2]([CH2:6][C:7]1[CH:12]=[CH:11][C:10]([F:13])=[CH:9][CH:8]=1)[C:3](=O)[CH3:4].C1COCC1.P12(SP3(SP(SP(S3)(S1)=S)(=S)S2)=S)=[S:20].CCCCCCC. The catalyst is C(Cl)Cl. The product is [CH3:1][N:2]([CH2:6][C:7]1[CH:12]=[CH:11][C:10]([F:13])=[CH:9][CH:8]=1)[C:3](=[S:20])[CH3:4]. The yield is 0.550. (3) The reactants are Br[C:2]1[CH:3]=[CH:4][CH:5]=[C:6]2[C:11]=1[N:10]=[C:9]([NH:12][C:13]1[CH:18]=[CH:17][C:16]([N:19]3[CH2:24][CH2:23][O:22][CH2:21][CH2:20]3)=[CH:15][CH:14]=1)[N:8]=[CH:7]2.CC1(C)C(C)(C)OB([C:33]2[CH:34]=[C:35]([CH:37]=[CH:38][CH:39]=2)[NH2:36])O1.C([O-])([O-])=O.[Na+].[Na+]. The catalyst is O1CCOCC1.O.CC(=O)OCC.C1C=CC(P(C2C=CC=CC=2)[C-]2C=CC=C2)=CC=1.C1C=CC(P(C2C=CC=CC=2)[C-]2C=CC=C2)=CC=1.Cl[Pd]Cl.[Fe+2]. The product is [NH2:36][C:35]1[CH:34]=[C:33]([C:2]2[CH:3]=[CH:4][CH:5]=[C:6]3[C:11]=2[N:10]=[C:9]([NH:12][C:13]2[CH:18]=[CH:17][C:16]([N:19]4[CH2:20][CH2:21][O:22][CH2:23][CH2:24]4)=[CH:15][CH:14]=2)[N:8]=[CH:7]3)[CH:39]=[CH:38][CH:37]=1. The yield is 0.768.